From a dataset of Full USPTO retrosynthesis dataset with 1.9M reactions from patents (1976-2016). Predict the reactants needed to synthesize the given product. Given the product [Cl:2][CH2:3][C:4]1[CH:5]=[C:6]([NH:7][S:19]([CH3:18])(=[O:21])=[O:20])[CH:8]=[CH:9][CH:10]=1, predict the reactants needed to synthesize it. The reactants are: Cl.[Cl:2][CH2:3][C:4]1[CH:5]=[C:6]([CH:8]=[CH:9][CH:10]=1)[NH2:7].C(N(CC)CC)C.[CH3:18][S:19](Cl)(=[O:21])=[O:20].